This data is from Full USPTO retrosynthesis dataset with 1.9M reactions from patents (1976-2016). The task is: Predict the reactants needed to synthesize the given product. (1) Given the product [ClH:18].[CH3:1][O:2][C:3]([C@@:5]1([NH2:10])[CH2:7][C@H:6]1[CH2:8][CH3:9])=[O:4], predict the reactants needed to synthesize it. The reactants are: [CH3:1][O:2][C:3]([C@@:5]1([NH:10]C(OC(C)(C)C)=O)[CH2:7][C@H:6]1[CH2:8][CH3:9])=[O:4].[ClH:18].O1CCOCC1. (2) Given the product [CH3:29][O:28][C:26]1[CH:25]=[N:24][C:23]2[NH:30][CH2:31][C:32](=[O:34])[N:21]([C:16]3[CH:17]=[N:18][C:19]4[CH2:20][CH:11]([NH:10][C:8](=[O:9])[O:7][C:4]([CH3:6])([CH3:3])[CH3:5])[CH2:12][CH2:13][C:14]=4[CH:15]=3)[C:22]=2[CH:27]=1, predict the reactants needed to synthesize it. The reactants are: [H-].[Na+].[CH3:3][C:4]([O:7][C:8]([NH:10][CH:11]1[CH2:20][C:19]2[N:18]=[CH:17][C:16]([NH:21][C:22]3[C:23]([NH:30][CH2:31][C:32]([O:34]CC)=O)=[N:24][CH:25]=[C:26]([O:28][CH3:29])[CH:27]=3)=[CH:15][C:14]=2[CH2:13][CH2:12]1)=[O:9])([CH3:6])[CH3:5].[Cl-].[NH4+].